Dataset: Forward reaction prediction with 1.9M reactions from USPTO patents (1976-2016). Task: Predict the product of the given reaction. Given the reactants FC(F)(F)C1C=CC(CBr)=CC=1.Br[CH2:14][C:15]([NH:17][C:18]1[CH:23]=[CH:22][C:21]([Cl:24])=[CH:20][CH:19]=1)=[O:16].[CH3:25][C:26]1[N:27]=[C:28]([N:41]2[C:45](=[O:46])[NH:44][N:43]=[CH:42]2)[S:29][C:30]=1[C:31]([NH:33][CH2:34][C:35]1[CH:36]=[N:37][CH:38]=[CH:39][CH:40]=1)=[O:32], predict the reaction product. The product is: [Cl:24][C:21]1[CH:22]=[CH:23][C:18]([NH:17][C:15](=[O:16])[CH2:14][N:44]2[C:45](=[O:46])[N:41]([C:28]3[S:29][C:30]([C:31]([NH:33][CH2:34][C:35]4[CH:36]=[N:37][CH:38]=[CH:39][CH:40]=4)=[O:32])=[C:26]([CH3:25])[N:27]=3)[CH:42]=[N:43]2)=[CH:19][CH:20]=1.